From a dataset of Forward reaction prediction with 1.9M reactions from USPTO patents (1976-2016). Predict the product of the given reaction. (1) Given the reactants [OH-].[Na+].[CH2:3]([O:5][C:6]1[CH:11]=[C:10]([CH2:12][CH2:13][C:14]([O:16]C)=[O:15])[CH:9]=[CH:8][C:7]=1[C:18]1[CH:23]=[CH:22][CH:21]=[C:20]([N:24]([CH3:35])[C:25]([NH:27][CH2:28][CH2:29][CH2:30][CH2:31][CH2:32][CH2:33][CH3:34])=[O:26])[CH:19]=1)[CH3:4], predict the reaction product. The product is: [CH2:3]([O:5][C:6]1[CH:11]=[C:10]([CH2:12][CH2:13][C:14]([OH:16])=[O:15])[CH:9]=[CH:8][C:7]=1[C:18]1[CH:23]=[CH:22][CH:21]=[C:20]([N:24]([CH3:35])[C:25]([NH:27][CH2:28][CH2:29][CH2:30][CH2:31][CH2:32][CH2:33][CH3:34])=[O:26])[CH:19]=1)[CH3:4]. (2) Given the reactants [H-].[Na+].[C:3]([O:7][CH3:8])(=[O:6])[CH2:4][SH:5].F[CH2:10][C:11]([C:13]1[CH:18]=[CH:17][CH:16]=[CH:15][CH:14]=1)=O, predict the reaction product. The product is: [CH3:10][C:11]1[C:13]2[CH:18]=[CH:17][CH:16]=[CH:15][C:14]=2[S:5][C:4]=1[C:3]([O:7][CH3:8])=[O:6]. (3) Given the reactants [H][H].[CH:3]1([N:7]2[CH2:12][CH2:11][CH:10]([O:13][C:14]3[CH:19]=[CH:18][C:17]([N+:20]([O-])=O)=[CH:16][CH:15]=3)[CH2:9][CH2:8]2)[CH2:6][CH2:5][CH2:4]1, predict the reaction product. The product is: [CH:3]1([N:7]2[CH2:12][CH2:11][CH:10]([O:13][C:14]3[CH:15]=[CH:16][C:17]([NH2:20])=[CH:18][CH:19]=3)[CH2:9][CH2:8]2)[CH2:6][CH2:5][CH2:4]1. (4) Given the reactants [Br:1][C:2]1[CH:3]=[C:4]2[C:8](=[CH:9][CH:10]=1)[NH:7][C:6](=[O:11])[CH2:5]2.[CH2:12]([N:14]([CH2:29][CH3:30])[CH2:15][CH2:16][NH:17][C:18]([C:20]1[C:24]([CH3:25])=[C:23]([CH:26]=O)[NH:22][C:21]=1[CH3:28])=[O:19])[CH3:13], predict the reaction product. The product is: [CH2:29]([N:14]([CH2:12][CH3:13])[CH2:15][CH2:16][NH:17][C:18]([C:20]1[C:24]([CH3:25])=[C:23]([CH:26]=[C:5]2[C:4]3[C:8](=[CH:9][CH:10]=[C:2]([Br:1])[CH:3]=3)[NH:7][C:6]2=[O:11])[NH:22][C:21]=1[CH3:28])=[O:19])[CH3:30].